Dataset: Catalyst prediction with 721,799 reactions and 888 catalyst types from USPTO. Task: Predict which catalyst facilitates the given reaction. (1) Reactant: Cl[C:2]1[C:11]2[C:6](=[CH:7][C:8]([O:14][CH3:15])=[C:9]([O:12][CH3:13])[CH:10]=2)[N:5]=[CH:4][CH:3]=1.[CH3:16][C:17]1[CH:18]=[C:19]([OH:24])[CH:20]=[CH:21][C:22]=1[CH3:23].[OH-].[Na+]. Product: [CH3:13][O:12][C:9]1[CH:10]=[C:11]2[C:6](=[CH:7][C:8]=1[O:14][CH3:15])[N:5]=[CH:4][CH:3]=[C:2]2[O:24][C:19]1[CH:20]=[CH:21][C:22]([CH3:23])=[C:17]([CH3:16])[CH:18]=1. The catalyst class is: 270. (2) Reactant: [CH:1]1([CH2:6][N:7]([CH2:33][CH3:34])[C:8]2[N:13]=[C:12]3[N:14]([CH3:18])[N:15]=[C:16]([CH3:17])[C:11]3=[CH:10][C:9]=2[CH2:19][N:20]([CH2:23][C:24]2[CH:29]=[C:28]([F:30])[C:27]([F:31])=[C:26]([F:32])[CH:25]=2)[C:21]#[N:22])[CH2:5][CH2:4][CH2:3][CH2:2]1.[Cl-].[NH4+].[N-:37]=[N+:38]=[N-:39].[Na+]. Product: [CH:1]1([CH2:6][N:7]([CH2:33][CH3:34])[C:8]2[N:13]=[C:12]3[N:14]([CH3:18])[N:15]=[C:16]([CH3:17])[C:11]3=[CH:10][C:9]=2[CH2:19][N:20]([CH2:23][C:24]2[CH:29]=[C:28]([F:30])[C:27]([F:31])=[C:26]([F:32])[CH:25]=2)[C:21]2[NH:39][N:38]=[N:37][N:22]=2)[CH2:5][CH2:4][CH2:3][CH2:2]1. The catalyst class is: 3. (3) The catalyst class is: 2. Product: [CH3:1][O:2][C:3]1[C:8]([NH:9][S:31]([C:29]2[CH:28]=[N:27][N:26]([CH3:25])[CH:30]=2)(=[O:33])=[O:32])=[CH:7][C:6]([C:10]#[C:11][C:12]2[C:13]([CH3:24])=[N:14][CH:15]=[N:16][C:17]=2[N:18]2[CH2:19][CH2:20][O:21][CH2:22][CH2:23]2)=[CH:5][N:4]=1. Reactant: [CH3:1][O:2][C:3]1[C:8]([NH2:9])=[CH:7][C:6]([C:10]#[C:11][C:12]2[C:13]([CH3:24])=[N:14][CH:15]=[N:16][C:17]=2[N:18]2[CH2:23][CH2:22][O:21][CH2:20][CH2:19]2)=[CH:5][N:4]=1.[CH3:25][N:26]1[CH:30]=[C:29]([S:31](Cl)(=[O:33])=[O:32])[CH:28]=[N:27]1.N1C=CC=CC=1.O. (4) Reactant: [CH3:1][C:2]1[CH:11]=[C:10]2[C:5]([C:6]([N:19]3[CH2:24][CH2:23][NH:22][CH2:21][CH2:20]3)=[N:7][C:8]([C:12]3[CH:17]=[CH:16][CH:15]=[CH:14][C:13]=3[OH:18])=[N:9]2)=[CH:4][CH:3]=1.C(N(CC)CC)C.[OH:32][CH:33]([CH:37]([CH3:39])[CH3:38])[C:34](O)=[O:35].CN(C(ON1N=NC2C=CC=NC1=2)=[N+](C)C)C.F[P-](F)(F)(F)(F)F. Product: [OH:32][CH:33]([CH:37]([CH3:39])[CH3:38])[C:34]([N:22]1[CH2:23][CH2:24][N:19]([C:6]2[C:5]3[C:10](=[CH:11][C:2]([CH3:1])=[CH:3][CH:4]=3)[N:9]=[C:8]([C:12]3[CH:17]=[CH:16][CH:15]=[CH:14][C:13]=3[OH:18])[N:7]=2)[CH2:20][CH2:21]1)=[O:35]. The catalyst class is: 2. (5) Reactant: [C:1]1([C:14]2[CH:19]=[CH:18][CH:17]=[CH:16][CH:15]=2)[CH:6]=[CH:5][C:4]([C@@H:7]2[CH2:12][CH2:11][O:10][CH2:9][C@H:8]2[NH2:13])=[CH:3][CH:2]=1.C1CCN2C(=NCCC2)CC1.[CH:31]([S:34](Cl)(=[O:36])=[O:35])([CH3:33])[CH3:32]. Product: [C:1]1([C:14]2[CH:15]=[CH:16][CH:17]=[CH:18][CH:19]=2)[CH:2]=[CH:3][C:4]([C@@H:7]2[CH2:12][CH2:11][O:10][CH2:9][C@H:8]2[NH:13][S:34]([CH:31]([CH3:33])[CH3:32])(=[O:36])=[O:35])=[CH:5][CH:6]=1. The catalyst class is: 26. (6) The catalyst class is: 2. Product: [CH2:1]([O:8][N:9]1[C:15](=[O:16])[N:14]2[CH2:17][C@H:10]1[CH2:11][CH2:12][C@H:13]2[C:18]([NH:27][NH:26][C:24](=[O:25])[CH2:23][O:22][CH3:21])=[O:20])[C:2]1[CH:3]=[CH:4][CH:5]=[CH:6][CH:7]=1. Reactant: [CH2:1]([O:8][N:9]1[C:15](=[O:16])[N:14]2[CH2:17][C@H:10]1[CH2:11][CH2:12][C@H:13]2[C:18]([OH:20])=O)[C:2]1[CH:7]=[CH:6][CH:5]=[CH:4][CH:3]=1.[CH3:21][O:22][CH2:23][C:24]([NH:26][NH2:27])=[O:25].ON1C2C=CC=CC=2N=N1.Cl.C(N=C=NCCCN(C)C)C. (7) Reactant: CB1N2CCC[C@@H]2C(C2C=CC=CC=2)(C2C=CC=CC=2)O1.[CH2:22]([O:29][C:30]1[CH:31]=[CH:32][C:33]([C:41](=[O:44])[CH2:42][Br:43])=[C:34]2[C:39]=1[NH:38][C:37](=[O:40])[CH:36]=[CH:35]2)[C:23]1[CH:28]=[CH:27][CH:26]=[CH:25][CH:24]=1. Product: [CH2:22]([O:29][C:30]1[CH:31]=[CH:32][C:33]([C@@H:41]([OH:44])[CH2:42][Br:43])=[C:34]2[C:39]=1[NH:38][C:37](=[O:40])[CH:36]=[CH:35]2)[C:23]1[CH:24]=[CH:25][CH:26]=[CH:27][CH:28]=1. The catalyst class is: 1.